From a dataset of Peptide-MHC class I binding affinity with 185,985 pairs from IEDB/IMGT. Regression. Given a peptide amino acid sequence and an MHC pseudo amino acid sequence, predict their binding affinity value. This is MHC class I binding data. (1) The peptide sequence is GHFPLQHAL. The MHC is HLA-A31:01 with pseudo-sequence HLA-A31:01. The binding affinity (normalized) is 0.0847. (2) The peptide sequence is ETINEEAAEW. The MHC is HLA-B58:01 with pseudo-sequence HLA-B58:01. The binding affinity (normalized) is 0.364. (3) The peptide sequence is QPQQSPQFF. The MHC is HLA-B08:01 with pseudo-sequence HLA-B08:01. The binding affinity (normalized) is 0.0847. (4) The peptide sequence is KIWMAPSLT. The MHC is HLA-A68:02 with pseudo-sequence HLA-A68:02. The binding affinity (normalized) is 0. (5) The peptide sequence is GRQEKNPAL. The MHC is HLA-A31:01 with pseudo-sequence HLA-A31:01. The binding affinity (normalized) is 0.0847.